This data is from Serine/threonine kinase 33 screen with 319,792 compounds. The task is: Binary Classification. Given a drug SMILES string, predict its activity (active/inactive) in a high-throughput screening assay against a specified biological target. (1) The drug is S(=O)(=O)(NC1=NCCCCC1)c1ccc(NC(=O)CCN2C(=O)c3c(C2=O)cccc3)cc1. The result is 0 (inactive). (2) The result is 0 (inactive). The compound is O=C1C(C(C)(C)C)=C/C(C=C1C(C)(C)C)=C\Nn1ncnc1. (3) The drug is S1(=O)(=O)CC(N(Cc2ccc(F)cc2)C(=O)c2oc3c(c(=O)c2)cc(cc3C)C)CC1. The result is 0 (inactive). (4) The drug is S(CCCC)c1n(CC=C)c(O)cc(=O)n1. The result is 0 (inactive). (5) The drug is Clc1c(OCc2oc(cc2)C(=O)NCc2cccnc2)ccc(Cl)c1. The result is 0 (inactive).